This data is from Forward reaction prediction with 1.9M reactions from USPTO patents (1976-2016). The task is: Predict the product of the given reaction. (1) Given the reactants [Cl:1][C:2]1[CH:27]=[CH:26][C:5]([CH2:6][N:7]2[C:15]3[C:10](=[CH:11][C:12]([CH:16]=[C:17]4[S:21][C:20](SCC)=[N:19][C:18]4=[O:25])=[CH:13][CH:14]=3)[CH:9]=[N:8]2)=[C:4]([C:28]([F:31])([F:30])[F:29])[CH:3]=1.[NH:32]1[CH2:37][CH2:36][CH2:35][C@@H:34]([C:38]([OH:40])=[O:39])[CH2:33]1, predict the reaction product. The product is: [Cl:1][C:2]1[CH:27]=[CH:26][C:5]([CH2:6][N:7]2[C:15]3[C:10](=[CH:11][C:12]([CH:16]=[C:17]4[S:21][C:20]([N:32]5[CH2:37][CH2:36][CH2:35][C@H:34]([C:38]([OH:40])=[O:39])[CH2:33]5)=[N:19][C:18]4=[O:25])=[CH:13][CH:14]=3)[CH:9]=[N:8]2)=[C:4]([C:28]([F:29])([F:30])[F:31])[CH:3]=1. (2) Given the reactants C(OC([NH:8][C:9]([C@@H:11]1[CH2:16][CH2:15][CH2:14][CH2:13][NH:12]1)=[O:10])=O)(C)(C)C.[ClH:17].O1CCOCC1, predict the reaction product. The product is: [ClH:17].[NH:12]1[CH2:13][CH2:14][CH2:15][CH2:16][C@H:11]1[C:9]([NH2:8])=[O:10]. (3) Given the reactants FC(F)O[C:4]1[CH:9]=[CH:8][N:7]2[C:10]([C:13]([O:15]CC)=[O:14])=[CH:11][N:12]=[C:6]2[CH:5]=1.[Li+].[OH-:20].Cl, predict the reaction product. The product is: [O:20]=[C:4]([CH3:9])[CH2:5][CH2:6][C:9]1[CH:4]=[CH:5][C:6]2[N:7]([C:10]([C:13]([OH:15])=[O:14])=[CH:11][N:12]=2)[CH:8]=1. (4) The product is: [O:11]1[CH:12]=[CH:13][CH:14]=[C:10]1[C:8]1[NH:27][C:25](=[O:26])[C:24]([C:22]#[N:23])=[CH:6][C:7]=1[C:15]1[CH:20]=[CH:19][N:18]=[CH:17][N:16]=1. Given the reactants C[O-].[Na+].CN(C)/[CH:6]=[C:7](/[C:15]1[CH:20]=[CH:19][N:18]=[CH:17][N:16]=1)\[C:8]([C:10]1[O:11][CH:12]=[CH:13][CH:14]=1)=O.[C:22]([CH2:24][C:25]([NH2:27])=[O:26])#[N:23], predict the reaction product. (5) The product is: [Cl:1][C:2]1[CH:3]=[CH:4][C:5]2[N:11]3[C:33]([C:32]([F:43])([F:42])[F:31])=[N:29][N:30]=[C:10]3[C@@H:9]([CH2:13][C:14]([O:16][CH:17]([CH3:19])[CH3:18])=[O:15])[S:8][C@H:7]([C:20]3[CH:25]=[CH:24][CH:23]=[CH:22][C:21]=3[Cl:26])[C:6]=2[CH:27]=1. Given the reactants [Cl:1][C:2]1[CH:3]=[CH:4][C:5]2[NH:11][C:10](=S)[C@@H:9]([CH2:13][C:14]([O:16][CH:17]([CH3:19])[CH3:18])=[O:15])[S:8][C@H:7]([C:20]3[CH:25]=[CH:24][CH:23]=[CH:22][C:21]=3[Cl:26])[C:6]=2[CH:27]=1.O.[NH2:29][NH2:30].[F:31][C:32]([F:43])([F:42])[C:33](O[C:33](=O)[C:32]([F:43])([F:42])[F:31])=O.FC(F)(F)C(O)=O, predict the reaction product. (6) Given the reactants [CH:1]1[C:13]2[CH:12]([CH2:14][O:15][C:16]([NH:18][C@@H:19]([CH2:23][CH2:24][CH2:25][CH2:26][NH2:27])[C:20]([OH:22])=[O:21])=[O:17])[C:11]3[C:6](=[CH:7][CH:8]=[CH:9][CH:10]=3)[C:5]=2[CH:4]=[CH:3][CH:2]=1.[C:28](Cl)(=[O:39])[CH2:29][CH2:30][CH2:31][CH2:32][CH2:33][CH2:34][CH2:35][CH2:36][CH2:37][CH3:38].ClCCl.C(N(C(C)C)C(C)C)C, predict the reaction product. The product is: [CH:10]1[C:11]2[CH:12]([CH2:14][O:15][C:16]([NH:18][C@@H:19]([CH2:23][CH2:24][CH2:25][CH2:26][NH:27][C:28](=[O:39])[CH2:29][CH2:30][CH2:31][CH2:32][CH2:33][CH2:34][CH2:35][CH2:36][CH2:37][CH3:38])[C:20]([OH:22])=[O:21])=[O:17])[C:13]3[C:5](=[CH:4][CH:3]=[CH:2][CH:1]=3)[C:6]=2[CH:7]=[CH:8][CH:9]=1. (7) The product is: [C:25]([O:28][C@H:29]([CH3:35])[CH2:30][CH2:31][CH2:32][CH2:33][I:34])(=[O:27])[CH3:26].[C:25]([O:28][C@H:29]([CH3:35])[CH2:30][CH2:31][CH2:32][CH2:33][N:13]1[C:14](=[O:20])[C:15]2[N:16]([CH3:19])[C:17](=[O:18])[N:9]([CH2:8][O:7][C:1](=[O:6])[C:2]([CH3:5])([CH3:4])[CH3:3])[C:10]=2[N:11]([CH3:22])[C:12]1=[O:21])(=[O:27])[CH3:26]. Given the reactants [C:1]([O:7][CH2:8][N:9]1[C:17](=[O:18])[N:16]([CH3:19])[C:15]2[C:14](=[O:20])[NH:13][C:12](=[O:21])[N:11]([CH3:22])[C:10]1=2)(=[O:6])[C:2]([CH3:5])([CH3:4])[CH3:3].[H-].[Na+].[C:25]([O:28][C@H:29]([CH3:35])[CH2:30][CH2:31][CH2:32][CH2:33][I:34])(=[O:27])[CH3:26].O, predict the reaction product.